This data is from Peptide-MHC class II binding affinity with 134,281 pairs from IEDB. The task is: Regression. Given a peptide amino acid sequence and an MHC pseudo amino acid sequence, predict their binding affinity value. This is MHC class II binding data. The MHC is DRB3_0101 with pseudo-sequence DRB3_0101. The binding affinity (normalized) is 0.659. The peptide sequence is LMMLVSVAGRV.